From a dataset of Catalyst prediction with 721,799 reactions and 888 catalyst types from USPTO. Predict which catalyst facilitates the given reaction. (1) Reactant: [Br:1][C:2]1[CH:7]=[CH:6][C:5]([C:8]2(O)[CH2:13][N:12]3[CH:14]=[CH:15][CH:16]=[C:11]3[C:10](=[O:17])[NH:9]2)=[CH:4][CH:3]=1.FC(F)(F)C(O)=O. Product: [Br:1][C:2]1[CH:3]=[CH:4][C:5]([C:8]2[NH:9][C:10](=[O:17])[C:11]3[N:12]([CH:14]=[CH:15][CH:16]=3)[CH:13]=2)=[CH:6][CH:7]=1. The catalyst class is: 4. (2) Reactant: O[CH2:2][C:3]1[CH:4]=[C:5]2[C:10](=[CH:11][CH:12]=1)[C:9]([NH:13][C:14](=[O:21])[C:15]1[CH:20]=[CH:19][CH:18]=[CH:17][CH:16]=1)=[N:8][CH:7]=[CH:6]2.C1(P([N:36]=[N+:37]=[N-:38])(C2C=CC=CC=2)=O)C=CC=CC=1.N12CCCN=C1CCCCC2.O. Product: [N:36]([CH2:2][C:3]1[CH:4]=[C:5]2[C:10](=[CH:11][CH:12]=1)[C:9]([NH:13][C:14](=[O:21])[C:15]1[CH:20]=[CH:19][CH:18]=[CH:17][CH:16]=1)=[N:8][CH:7]=[CH:6]2)=[N+:37]=[N-:38]. The catalyst class is: 857. (3) Reactant: [Cl:1][C:2]1[CH:10]=[CH:9][C:8]2[N:7]([CH2:11][C:12]([C:15]3[CH:20]=[CH:19][N:18]=[CH:17][N:16]=3)(O)[CH3:13])[C:6]3[CH2:21][CH2:22][N:23]([CH3:25])[CH2:24][C:5]=3[C:4]=2[CH:3]=1.CN(C=O)C.S(Cl)(Cl)=O. Product: [Cl:1][C:2]1[CH:10]=[CH:9][C:8]2[N:7](/[CH:11]=[C:12](/[C:15]3[CH:20]=[CH:19][N:18]=[CH:17][N:16]=3)\[CH3:13])[C:6]3[CH2:21][CH2:22][N:23]([CH3:25])[CH2:24][C:5]=3[C:4]=2[CH:3]=1. The catalyst class is: 2.